From a dataset of Reaction yield outcomes from USPTO patents with 853,638 reactions. Predict the reaction yield, written as a fraction of the theoretical maximum amount of product (1.0 means a 100% yield; for example, 0.34 means a 34% yield). (1) The catalyst is O1CCCC1.C1C=CC([P]([Pd]([P](C2C=CC=CC=2)(C2C=CC=CC=2)C2C=CC=CC=2)([P](C2C=CC=CC=2)(C2C=CC=CC=2)C2C=CC=CC=2)[P](C2C=CC=CC=2)(C2C=CC=CC=2)C2C=CC=CC=2)(C2C=CC=CC=2)C2C=CC=CC=2)=CC=1. The yield is 0.458. The product is [CH2:27]([O:26][C:5]1[C:4]2[C:9](=[CH:10][CH:11]=[C:2]([C:36]3[S:37][CH:38]=[CH:39][CH:40]=3)[CH:3]=2)[C:8](=[O:12])[N:7]([CH2:13][CH:14]([CH3:16])[CH3:15])[C:6]=1[CH2:17][NH:18][C:19](=[O:25])[O:20][C:21]([CH3:22])([CH3:23])[CH3:24])[CH2:28][CH2:29][CH3:30]. The reactants are Br[C:2]1[CH:3]=[C:4]2[C:9](=[CH:10][CH:11]=1)[C:8](=[O:12])[N:7]([CH2:13][CH:14]([CH3:16])[CH3:15])[C:6]([CH2:17][NH:18][C:19](=[O:25])[O:20][C:21]([CH3:24])([CH3:23])[CH3:22])=[C:5]2[O:26][CH2:27][CH2:28][CH2:29][CH3:30].C([Sn](CCCC)(CCCC)[C:36]1[S:37][CH:38]=[CH:39][CH:40]=1)CCC.O. (2) The reactants are [NH2:1][C:2]1[N:6]=[C:5]([CH3:7])[NH:4][N:3]=1.[F:8][C:9]1[CH:10]=[C:11]([CH:15]([C:21](OCC)=[O:22])[C:16](OCC)=[O:17])[CH:12]=[CH:13][CH:14]=1.C(N(CCCC)CCCC)CCC. The yield is 0.887. The catalyst is [OH-].[Na+].O. The product is [F:8][C:9]1[CH:10]=[C:11]([C:15]2[C:21]([OH:22])=[N:1][C:2]3[N:3]([N:4]=[C:5]([CH3:7])[N:6]=3)[C:16]=2[OH:17])[CH:12]=[CH:13][CH:14]=1. (3) The reactants are [NH2:1][C:2]1[CH:7]=[CH:6][C:5]([N:8]2[CH2:13][CH2:12][CH:11]([C:14]3[O:18][C:17](=[O:19])[N:16]([CH2:20][CH3:21])[N:15]=3)[CH2:10][CH2:9]2)=[CH:4][CH:3]=1.[N+:22]([C:25]1[O:29][C:28]([CH:30]=O)=[CH:27][CH:26]=1)([O-:24])=[O:23]. The catalyst is CC(O)=O.CO. The product is [CH2:20]([N:16]1[N:15]=[C:14]([CH:11]2[CH2:10][CH2:9][N:8]([C:5]3[CH:4]=[CH:3][C:2](/[N:1]=[CH:30]/[C:28]4[O:29][C:25]([N+:22]([O-:24])=[O:23])=[CH:26][CH:27]=4)=[CH:7][CH:6]=3)[CH2:13][CH2:12]2)[O:18][C:17]1=[O:19])[CH3:21]. The yield is 0.870. (4) The reactants are [OH-:1].[Na+:2].CC([OH:6])C.[CH:7]1[N:11]=[CH:10][N:9]([CH2:12][C:13]([P:19]([OH:22])([OH:21])=[O:20])([P:15]([OH:18])([OH:17])=[O:16])[OH:14])[CH:8]=1. The catalyst is O. The product is [CH:7]1[N:11]=[CH:10][N:9]([CH2:12][C:13]([P:15]([O-:18])([OH:17])=[O:16])([P:19]([O-:21])([OH:22])=[O:20])[OH:14])[CH:8]=1.[OH2:6].[OH2:1].[OH2:6].[OH2:6].[Na+:2].[Na+:2]. The yield is 0.910. (5) The reactants are Br[C:2]1[C:3]([F:12])=[C:4]([CH2:10][OH:11])[CH:5]=[CH:6][C:7]=1[O:8][CH3:9].[Cl:13][C:14]1[CH:15]=[C:16](B(O)O)[CH:17]=[CH:18][CH:19]=1.C([O-])([O-])=O.[Na+].[Na+].C1(C)C=CC=CC=1. The catalyst is C1C=CC([P]([Pd]([P](C2C=CC=CC=2)(C2C=CC=CC=2)C2C=CC=CC=2)([P](C2C=CC=CC=2)(C2C=CC=CC=2)C2C=CC=CC=2)[P](C2C=CC=CC=2)(C2C=CC=CC=2)C2C=CC=CC=2)(C2C=CC=CC=2)C2C=CC=CC=2)=CC=1.CCO. The product is [Cl:13][C:14]1[CH:19]=[C:18]([C:2]2[C:7]([O:8][CH3:9])=[CH:6][CH:5]=[C:4]([CH2:10][OH:11])[C:3]=2[F:12])[CH:17]=[CH:16][CH:15]=1. The yield is 0.670. (6) The reactants are [Cl-].O[NH3+:3].[C:4](=[O:7])([O-])[OH:5].[Na+].CS(C)=O.[CH2:13]([C:17]1[N:18]([CH2:31][C:32]2[CH:37]=[CH:36][C:35]([C:38]3[C:39]([C:44]#[N:45])=[CH:40][CH:41]=[CH:42][CH:43]=3)=[CH:34][CH:33]=2)[C:19](=[O:30])[C:20]([C:24]2[CH2:29][CH2:28][CH2:27][CH2:26][CH:25]=2)=[C:21]([CH3:23])[N:22]=1)[CH2:14][CH2:15][CH3:16]. The catalyst is O. The product is [CH2:13]([C:17]1[N:18]([CH2:31][C:32]2[CH:37]=[CH:36][C:35]([C:38]3[CH:43]=[CH:42][CH:41]=[CH:40][C:39]=3[C:44]3[NH:3][C:4](=[O:7])[O:5][N:45]=3)=[CH:34][CH:33]=2)[C:19](=[O:30])[C:20]([C:24]2[CH2:29][CH2:28][CH2:27][CH2:26][CH:25]=2)=[C:21]([CH3:23])[N:22]=1)[CH2:14][CH2:15][CH3:16]. The yield is 0.490. (7) The reactants are [C:1]([O:5][C:6]([N:8]([CH2:29][C:30]1[CH:35]=[CH:34][C:33]([O:36][CH3:37])=[CH:32][C:31]=1[O:38][CH3:39])[C:9]1[N:14]=[C:13]2[N:15]([CH2:23][CH3:24])[C:16]([C:18]([O:20]CC)=[O:19])=[CH:17][C:12]2=[C:11]2[N:25]([CH3:28])[CH:26]=[N:27][C:10]=12)=[O:7])([CH3:4])([CH3:3])[CH3:2].[OH-].[Na+]. The catalyst is C(O)C. The product is [C:1]([O:5][C:6]([N:8]([CH2:29][C:30]1[CH:35]=[CH:34][C:33]([O:36][CH3:37])=[CH:32][C:31]=1[O:38][CH3:39])[C:9]1[N:14]=[C:13]2[N:15]([CH2:23][CH3:24])[C:16]([C:18]([OH:20])=[O:19])=[CH:17][C:12]2=[C:11]2[N:25]([CH3:28])[CH:26]=[N:27][C:10]=12)=[O:7])([CH3:4])([CH3:3])[CH3:2]. The yield is 0.850. (8) The reactants are [CH3:1][N:2]([C:6]1[CH:11]=[CH:10][C:9]([C:12]2[N:16]=[CH:15][N:14]([C:17]3[CH:22]=[CH:21][C:20]([O:23][C:24]([F:27])([F:26])[F:25])=[CH:19][CH:18]=3)[N:13]=2)=[CH:8][CH:7]=1)[C:3]([NH2:5])=[S:4].C(N(CC)CC)C.[C:35](Cl)(=[O:39])[C:36](Cl)=[O:37]. The catalyst is CCOC(C)=O. The product is [CH3:1][N:2]([C:6]1[CH:11]=[CH:10][C:9]([C:12]2[N:16]=[CH:15][N:14]([C:17]3[CH:22]=[CH:21][C:20]([O:23][C:24]([F:27])([F:25])[F:26])=[CH:19][CH:18]=3)[N:13]=2)=[CH:8][CH:7]=1)[C:3]1[S:4][C:35](=[O:39])[C:36](=[O:37])[N:5]=1. The yield is 0.920. (9) The reactants are [CH3:1][O:2][C:3](=[O:20])[C:4]([NH2:19])([CH3:18])[CH2:5][C:6]1[C:14]2[C:9](=[CH:10][CH:11]=[C:12]([O:15][CH2:16][CH3:17])[CH:13]=2)[NH:8][CH:7]=1.[OH:21][C:22]1[CH:23]=[C:24]([CH:27]=[CH:28][CH:29]=1)[CH:25]=O.FC(F)(F)C(O)=O.CO. The catalyst is ClCCl. The product is [CH3:1][O:2][C:3]([C:4]1([CH3:18])[CH2:5][C:6]2[C:14]3[C:9](=[CH:10][CH:11]=[C:12]([O:15][CH2:16][CH3:17])[CH:13]=3)[NH:8][C:7]=2[CH:25]([C:24]2[CH:27]=[CH:28][CH:29]=[C:22]([OH:21])[CH:23]=2)[NH:19]1)=[O:20]. The yield is 0.930.